Task: Predict the product of the given reaction.. Dataset: Forward reaction prediction with 1.9M reactions from USPTO patents (1976-2016) (1) Given the reactants [Br:1][C:2]1[CH:3]=[C:4]2[C:9](=[CH:10][CH:11]=1)[N:8]=[CH:7][C:6](C(O)=O)=[C:5]2[OH:15].C1(OC2C=CC=CC=2)C=CC=CC=1, predict the reaction product. The product is: [Br:1][C:2]1[CH:3]=[C:4]2[C:9](=[CH:10][CH:11]=1)[N:8]=[CH:7][CH:6]=[C:5]2[OH:15]. (2) Given the reactants [Cl:1][C:2]1[CH:3]=[C:4]([NH:26][C:27]([C:29]2[S:47][C:32]3=[N:33][CH:34]=[C:35]([NH:37]CC4C=CC(OC)=CC=4)[N:36]=[C:31]3[CH:30]=2)=[O:28])[CH:5]=[C:6]([C:8]([C:11]2[CH:16]=[C:15]([O:17][C:18]([F:21])([F:20])[F:19])[CH:14]=[C:13]([O:22][CH:23]([CH3:25])[CH3:24])[CH:12]=2)([CH3:10])[CH3:9])[CH:7]=1.C(O)(C(F)(F)F)=O, predict the reaction product. The product is: [NH2:37][C:35]1[N:36]=[C:31]2[CH:30]=[C:29]([C:27]([NH:26][C:4]3[CH:5]=[C:6]([C:8]([C:11]4[CH:16]=[C:15]([O:17][C:18]([F:20])([F:19])[F:21])[CH:14]=[C:13]([O:22][CH:23]([CH3:24])[CH3:25])[CH:12]=4)([CH3:10])[CH3:9])[CH:7]=[C:2]([Cl:1])[CH:3]=3)=[O:28])[S:47][C:32]2=[N:33][CH:34]=1.